Dataset: Forward reaction prediction with 1.9M reactions from USPTO patents (1976-2016). Task: Predict the product of the given reaction. (1) Given the reactants [NH2:1][C:2]1[CH:3]=[C:4]([C:9]2([OH:26])[C:17]3[C:12](=[CH:13][CH:14]=[CH:15][CH:16]=3)[C:11](=[O:18])[N:10]2[CH2:19][C:20]2[CH:25]=[CH:24][CH:23]=[CH:22][CH:21]=2)[CH:5]=[CH:6][C:7]=1[NH2:8].[CH3:27][N:28]=[C:29]=S.Cl, predict the reaction product. The product is: [OH:26][C:9]1([C:4]2[CH:5]=[CH:6][C:7]3[NH:8][C:27]([NH:28][CH3:29])=[N:1][C:2]=3[CH:3]=2)[C:17]2[C:12](=[CH:13][CH:14]=[CH:15][CH:16]=2)[C:11](=[O:18])[N:10]1[CH2:19][C:20]1[CH:21]=[CH:22][CH:23]=[CH:24][CH:25]=1. (2) Given the reactants [CH3:1][C:2]1[CH:29]=[CH:28][C:5]([C:6]([C:8]2[N:9]([CH2:13]/[CH:14]=[CH:15]/[C:16]3[CH:17]=[C:18]([CH:25]=[CH:26][CH:27]=3)[O:19][CH2:20][C:21]([O:23]C)=[O:22])[CH:10]=[CH:11][CH:12]=2)=[O:7])=[CH:4][CH:3]=1.[OH-].[Li+].O1CCCC1.Cl, predict the reaction product. The product is: [CH3:1][C:2]1[CH:3]=[CH:4][C:5]([C:6]([C:8]2[N:9]([CH2:13]/[CH:14]=[CH:15]/[C:16]3[CH:17]=[C:18]([CH:25]=[CH:26][CH:27]=3)[O:19][CH2:20][C:21]([OH:23])=[O:22])[CH:10]=[CH:11][CH:12]=2)=[O:7])=[CH:28][CH:29]=1. (3) Given the reactants [C:1]([C:4]1[S:8][C:7]([N:9]2[CH2:13][CH2:12][N:11]([CH2:14][C:15]3[CH:20]=[CH:19][C:18]([C:21]([N:23]4[CH2:28][CH2:27][CH2:26][CH2:25][CH2:24]4)=[O:22])=[CH:17][CH:16]=3)[C:10]2=[O:29])=[N:6][C:5]=1[CH3:30])(=O)[CH3:2].CO[C:33](OC)([N:35](C)C)[CH3:34].O.[NH2:41]N, predict the reaction product. The product is: [CH3:30][C:5]1[N:6]=[C:7]([N:9]2[CH2:13][CH2:12][N:11]([CH2:14][C:15]3[CH:16]=[CH:17][C:18]([C:21]([N:23]4[CH2:24][CH2:25][CH2:26][CH2:27][CH2:28]4)=[O:22])=[CH:19][CH:20]=3)[C:10]2=[O:29])[S:8][C:4]=1[C:1]1[NH:41][N:35]=[C:33]([CH3:34])[CH:2]=1. (4) Given the reactants Br[CH2:2][C:3]1[CH:8]=[CH:7][C:6]([C:9]2[CH:14]=[CH:13][CH:12]=[CH:11][CH:10]=2)=[CH:5][CH:4]=1.[S:15]([O-:18])([O-:17])=[O:16].[Na+:19].[Na+].O, predict the reaction product. The product is: [Na+:19].[C:6]1([C:9]2[CH:14]=[CH:13][CH:12]=[CH:11][CH:10]=2)[CH:7]=[CH:8][C:3]([CH2:2][S:15]([O-:18])(=[O:17])=[O:16])=[CH:4][CH:5]=1.